Task: Predict the reaction yield, written as a fraction of the theoretical maximum amount of product (1.0 means a 100% yield; for example, 0.34 means a 34% yield).. Dataset: Reaction yield outcomes from USPTO patents with 853,638 reactions (1) The reactants are [NH2:1][C:2]1[CH:10]=[C:9]([O:11][CH3:12])[CH:8]=[C:7]([O:13][CH3:14])[C:3]=1[C:4]([NH2:6])=[O:5].[Br:15][C:16]1[CH:17]=[C:18]([CH:21]=[CH:22][CH:23]=1)[CH:19]=O.OS([O-])=O.[Na+].O.C1(C)C=CC(S(O)(=O)=O)=CC=1. The catalyst is CN(C)C(=O)C. The product is [Br:15][C:16]1[CH:17]=[C:18]([C:19]2[NH:6][C:4](=[O:5])[C:3]3[C:2](=[CH:10][C:9]([O:11][CH3:12])=[CH:8][C:7]=3[O:13][CH3:14])[N:1]=2)[CH:21]=[CH:22][CH:23]=1. The yield is 0.880. (2) The reactants are [CH3:1][C:2]1[CH:7]=[CH:6][C:5]([C:8]2[N:9]([C:17]3[CH:22]=[CH:21][C:20]([S:23](C)(=[O:25])=[O:24])=[CH:19][CH:18]=3)[CH:10]=[C:11]([C:13]([F:16])([F:15])[F:14])[N:12]=2)=[CH:4][N:3]=1.C([Mg]Cl)CCC.C(B(CC)CC)C.C([O-])(=O)C.[Na+].[NH2:45]OS(O)(=O)=O. The catalyst is O1CCCC1.O. The product is [CH3:1][C:2]1[N:3]=[CH:4][C:5]([C:8]2[N:9]([C:17]3[CH:22]=[CH:21][C:20]([S:23]([NH2:45])(=[O:25])=[O:24])=[CH:19][CH:18]=3)[CH:10]=[C:11]([C:13]([F:16])([F:15])[F:14])[N:12]=2)=[CH:6][CH:7]=1. The yield is 0.120. (3) The reactants are [Br:1][C:2]1[CH:3]=[C:4]([S:9](Cl)(=[O:11])=[O:10])[CH:5]=[CH:6][C:7]=1[F:8].C(=O)(O)[O-].[Na+].[S:18]([O-])([O-])=O.[Na+].[Na+].COC([C:28]1[S:29][C:30]([N+]([O-])=O)=[C:31](Br)[CH:32]=1)=O.C[O-].[Na+].CO.C[CH2:43][O:44][C:45]([CH3:47])=[O:46]. The catalyst is O.CN(C=O)C.C(O)(=O)C. The product is [CH3:43][O:44][C:45]([C:47]1[S:18][C:28]([S:29][CH3:30])=[C:32]([S:9]([C:4]2[CH:5]=[CH:6][C:7]([F:8])=[C:2]([Br:1])[CH:3]=2)(=[O:11])=[O:10])[CH:31]=1)=[O:46]. The yield is 0.170. (4) The reactants are [CH3:1][C:2]1[CH:3]=[C:4]([CH:17]=[C:18]([CH3:20])[CH:19]=1)[O:5][C:6]1[NH:11][C:10](=[O:12])[NH:9][C:8](=[O:13])[C:7]=1[CH:14]([CH3:16])[CH3:15].C([O-])([O-])=O.[K+].[K+].[I-].[Li+].CS([CH2:33]/[CH:34]=[CH:35]/[CH3:36])(=O)=O. The catalyst is CN(C=O)C.CCOCC. The product is [CH2:33]([N:11]1[C:6]([O:5][C:4]2[CH:3]=[C:2]([CH3:1])[CH:19]=[C:18]([CH3:20])[CH:17]=2)=[C:7]([CH:14]([CH3:16])[CH3:15])[C:8](=[O:13])[NH:9][C:10]1=[O:12])[CH:34]=[CH:35][CH3:36]. The yield is 0.750.